Predict the product of the given reaction. From a dataset of Forward reaction prediction with 1.9M reactions from USPTO patents (1976-2016). (1) Given the reactants Br[C:2]1[CH:3]=[C:4]([NH:18][C:19]2[CH:20]=[N:21][CH:22]=[CH:23][CH:24]=2)[CH:5]=[C:6]([O:8][CH2:9][C:10]2[CH:15]=[CH:14][C:13]([O:16][CH3:17])=[CH:12][CH:11]=2)[CH:7]=1.B(O)(O)[C:26]1[CH:31]=[CH:30][C:29]2[O:32][CH2:33][O:34][C:28]=2[CH:27]=1.C(P(C(C)(C)C)C1C=CC=CC=1C1C=CC=CC=1)(C)(C)C.C(=O)([O-])[O-].[Cs+].[Cs+], predict the reaction product. The product is: [O:32]1[C:29]2[CH:30]=[CH:31][C:26]([C:2]3[CH:3]=[C:4]([NH:18][C:19]4[CH:20]=[N:21][CH:22]=[CH:23][CH:24]=4)[CH:5]=[C:6]([O:8][CH2:9][C:10]4[CH:15]=[CH:14][C:13]([O:16][CH3:17])=[CH:12][CH:11]=4)[CH:7]=3)=[CH:27][C:28]=2[O:34][CH2:33]1. (2) Given the reactants [CH3:1][O:2][C:3]1[CH:49]=[CH:48][C:6]([CH2:7][N:8]([CH2:39][C:40]2[CH:45]=[CH:44][C:43]([O:46][CH3:47])=[CH:42][CH:41]=2)[C:9]2[N:14]=[CH:13][C:12]([C:15]3[C:16]4[CH2:29][CH2:28][N:27]([C:30]5[CH:38]=[CH:37][C:33]([C:34]([OH:36])=O)=[CH:32][CH:31]=5)[C:17]=4[N:18]=[C:19]([N:21]4[CH2:26][CH2:25][O:24][CH2:23][CH2:22]4)[N:20]=3)=[CH:11][N:10]=2)=[CH:5][CH:4]=1.[C:50]([N:57]1[CH2:62][CH2:61][NH:60][CH2:59][CH2:58]1)([O:52][C:53]([CH3:56])([CH3:55])[CH3:54])=[O:51], predict the reaction product. The product is: [C:53]([O:52][C:50]([N:57]1[CH2:62][CH2:61][N:60]([C:34](=[O:36])[C:33]2[CH:32]=[CH:31][C:30]([N:27]3[C:17]4[N:18]=[C:19]([N:21]5[CH2:26][CH2:25][O:24][CH2:23][CH2:22]5)[N:20]=[C:15]([C:12]5[CH:13]=[N:14][C:9]([N:8]([CH2:39][C:40]6[CH:41]=[CH:42][C:43]([O:46][CH3:47])=[CH:44][CH:45]=6)[CH2:7][C:6]6[CH:5]=[CH:4][C:3]([O:2][CH3:1])=[CH:49][CH:48]=6)=[N:10][CH:11]=5)[C:16]=4[CH2:29][CH2:28]3)=[CH:38][CH:37]=2)[CH2:59][CH2:58]1)=[O:51])([CH3:56])([CH3:54])[CH3:55]. (3) Given the reactants [O:1]1[CH2:6][CH2:5][CH:4]([CH2:7][CH2:8][N:9]2[C:14]3=[N:15][C:16]([Sn](C)(C)C)=[CH:17][N:18]=[C:13]3[NH:12][CH2:11][C:10]2=[O:23])[CH2:3][CH2:2]1.C(OC([N:31]1[C:35]2=[N:36][CH:37]=[CH:38][C:39](Br)=[C:34]2[CH:33]=[CH:32]1)=O)(C)(C)C.C1(C)C=CC=CC=1P(C1C=CC=CC=1C)C1C=CC=CC=1C.C(N(CC)CC)C, predict the reaction product. The product is: [NH:31]1[C:35]2=[N:36][CH:37]=[CH:38][C:39]([C:16]3[N:15]=[C:14]4[N:9]([CH2:8][CH2:7][CH:4]5[CH2:5][CH2:6][O:1][CH2:2][CH2:3]5)[C:10](=[O:23])[CH2:11][NH:12][C:13]4=[N:18][CH:17]=3)=[C:34]2[CH:33]=[CH:32]1. (4) Given the reactants C([O:4][CH2:5][C:6]1[CH:7]=[C:8]([NH:13][C:14]([C:16]2[CH:20]=[CH:19][O:18][C:17]=2[CH3:21])=[O:15])[CH:9]=[CH:10][C:11]=1[Cl:12])(=O)C.[OH-].[K+], predict the reaction product. The product is: [Cl:12][C:11]1[CH:10]=[CH:9][C:8]([NH:13][C:14]([C:16]2[CH:20]=[CH:19][O:18][C:17]=2[CH3:21])=[O:15])=[CH:7][C:6]=1[CH2:5][OH:4]. (5) The product is: [O:22]1[CH:23]=[CH:24][CH:25]=[C:21]1[C:17]1[O:18][C:19]([CH3:20])=[C:15]([CH2:14][O:13][C:6]2[CH:5]=[CH:4][C:3]([CH2:1][OH:2])=[CH:12][C:7]=2[C:8]([O:10][CH3:11])=[O:9])[N:16]=1. Given the reactants [CH:1]([C:3]1[CH:4]=[CH:5][C:6]([O:13][CH2:14][C:15]2[N:16]=[C:17]([C:21]3[O:22][CH:23]=[CH:24][CH:25]=3)[O:18][C:19]=2[CH3:20])=[C:7]([CH:12]=1)[C:8]([O:10][CH3:11])=[O:9])=[O:2].C(O)C.[BH4-].[Na+].O, predict the reaction product. (6) Given the reactants Br[C:2]1[CH:3]=[C:4]([CH:6]=[C:7]([C:9]([F:12])([F:11])[F:10])[CH:8]=1)[NH2:5].[C:13]([O:17][C:18]([N:20]1[CH:24]=[CH:23][CH:22]=[C:21]1B(O)O)=[O:19])([CH3:16])([CH3:15])[CH3:14].C(=O)([O-])[O-].[Na+].[Na+], predict the reaction product. The product is: [NH2:5][C:4]1[CH:3]=[C:2]([C:21]2[N:20]([C:18]([O:17][C:13]([CH3:16])([CH3:15])[CH3:14])=[O:19])[CH:24]=[CH:23][CH:22]=2)[CH:8]=[C:7]([C:9]([F:12])([F:11])[F:10])[CH:6]=1.